From a dataset of Forward reaction prediction with 1.9M reactions from USPTO patents (1976-2016). Predict the product of the given reaction. The product is: [C:26]1([S:32]([C:2]2[CH:10]=[CH:9][C:8]3[N:7]([CH3:11])[C:6]4[CH2:12][CH:13]5[NH:17][CH:16]([C:5]=4[C:4]=3[C:3]=2[C:18]([O:20][C:21]([CH3:24])([CH3:23])[CH3:22])=[O:19])[CH2:15][CH2:14]5)(=[O:34])=[O:33])[CH:31]=[CH:30][CH:29]=[CH:28][CH:27]=1. Given the reactants Br[C:2]1[CH:10]=[CH:9][C:8]2[N:7]([CH3:11])[C:6]3[CH2:12][CH:13]4[NH:17][CH:16]([C:5]=3[C:4]=2[C:3]=1[C:18]([O:20][C:21]([CH3:24])([CH3:23])[CH3:22])=[O:19])[CH2:15][CH2:14]4.[Na+].[C:26]1([S:32]([O-:34])=[O:33])[CH:31]=[CH:30][CH:29]=[CH:28][CH:27]=1.C(=O)([O-])[O-].[Cs+].[Cs+], predict the reaction product.